This data is from Forward reaction prediction with 1.9M reactions from USPTO patents (1976-2016). The task is: Predict the product of the given reaction. (1) Given the reactants Br[CH:2]([C:12]1[CH:17]=[C:16]([C:18]([CH3:21])([CH3:20])[CH3:19])[CH:15]=[C:14]([C:22]([CH3:25])([CH3:24])[CH3:23])[CH:13]=1)[C:3](=O)[CH2:4][CH:5]1[CH2:10][CH2:9][CH2:8][CH2:7][CH2:6]1.[NH2:26][C:27]([NH2:29])=[S:28].C([O-])(O)=O.[Na+], predict the reaction product. The product is: [CH:5]1([CH2:4][C:3]2[N:26]=[C:27]([NH2:29])[S:28][C:2]=2[C:12]2[CH:17]=[C:16]([C:18]([CH3:21])([CH3:20])[CH3:19])[CH:15]=[C:14]([C:22]([CH3:25])([CH3:24])[CH3:23])[CH:13]=2)[CH2:10][CH2:9][CH2:8][CH2:7][CH2:6]1. (2) Given the reactants Cl[C:2]1[C:11]([C:12]([OH:14])=[O:13])=[CH:10][C:9]2[C:4](=[CH:5][CH:6]=[C:7]([Cl:15])[CH:8]=2)[N:3]=1.[OH:16][C:17]1[CH:18]=[C:19]([CH:26]=[CH:27][C:28]=1[OH:29])[CH2:20][C@@H:21]([C:23]([OH:25])=[O:24])[NH2:22], predict the reaction product. The product is: [C:23]([C@@H:21]([NH:22][C:2]1[C:11]([C:12]([OH:14])=[O:13])=[CH:10][C:9]2[C:4](=[CH:5][CH:6]=[C:7]([Cl:15])[CH:8]=2)[N:3]=1)[CH2:20][C:19]1[CH:26]=[CH:27][C:28]([OH:29])=[C:17]([OH:16])[CH:18]=1)([OH:25])=[O:24].